Task: Regression. Given a peptide amino acid sequence and an MHC pseudo amino acid sequence, predict their binding affinity value. This is MHC class II binding data.. Dataset: Peptide-MHC class II binding affinity with 134,281 pairs from IEDB (1) The peptide sequence is LITPAEKVVYKLLRF. The MHC is DRB3_0101 with pseudo-sequence DRB3_0101. The binding affinity (normalized) is 0.182. (2) The peptide sequence is FGQNTASIAATEAQY. The binding affinity (normalized) is 0.357. The MHC is DRB1_1602 with pseudo-sequence DRB1_1602. (3) The peptide sequence is LIDDVLAILPLDDLK. The MHC is HLA-DQA10301-DQB10302 with pseudo-sequence HLA-DQA10301-DQB10302. The binding affinity (normalized) is 0.548. (4) The peptide sequence is WASHIHLVIHRIRTL. The MHC is HLA-DQA10103-DQB10603 with pseudo-sequence HLA-DQA10103-DQB10603. The binding affinity (normalized) is 0. (5) The peptide sequence is NPRDAKACVVHGSDLK. The MHC is HLA-DPA10201-DPB10101 with pseudo-sequence HLA-DPA10201-DPB10101. The binding affinity (normalized) is 0.256.